Dataset: Forward reaction prediction with 1.9M reactions from USPTO patents (1976-2016). Task: Predict the product of the given reaction. (1) Given the reactants [Br:1][C:2]1[CH:3]=[C:4]([C:8](=O)[CH2:9][N:10]2[CH2:15][CH2:14][O:13][CH2:12][CH2:11]2)[CH:5]=[CH:6][CH:7]=1.CN.[C:19]([BH3-])#[N:20].[Na+].C(O)(=O)C, predict the reaction product. The product is: [Br:1][C:2]1[CH:3]=[C:4]([CH:8]([NH:20][CH3:19])[CH2:9][N:10]2[CH2:15][CH2:14][O:13][CH2:12][CH2:11]2)[CH:5]=[CH:6][CH:7]=1. (2) Given the reactants [CH3:1][N:2]([S:25]([CH3:28])(=[O:27])=[O:26])[C:3]1[CH:4]=[C:5]([C:21]([O:23]C)=[O:22])[C:6]2[CH2:7][CH2:8][N:9]([CH:14]([CH2:18][CH2:19][CH3:20])[CH2:15][CH2:16][CH3:17])[C:10](=[O:13])[C:11]=2[CH:12]=1.[OH-].[Na+], predict the reaction product. The product is: [CH3:1][N:2]([S:25]([CH3:28])(=[O:26])=[O:27])[C:3]1[CH:4]=[C:5]([C:21]([OH:23])=[O:22])[C:6]2[CH2:7][CH2:8][N:9]([CH:14]([CH2:18][CH2:19][CH3:20])[CH2:15][CH2:16][CH3:17])[C:10](=[O:13])[C:11]=2[CH:12]=1. (3) The product is: [C:12]1([C:11]2[C:5]3[C:6](=[N:7][CH:8]=[C:3]([C:1]4[NH:42][N:41]=[N:40][CH:2]=4)[N:4]=3)[O:9][C:10]=2[C:18]2[CH:23]=[CH:22][C:21]([C:24]3([NH:28][C:29](=[O:35])[O:30][C:31]([CH3:32])([CH3:34])[CH3:33])[CH2:27][CH2:26][CH2:25]3)=[CH:20][CH:19]=2)[CH:13]=[CH:14][CH:15]=[CH:16][CH:17]=1. Given the reactants [C:1]([C:3]1[N:4]=[C:5]2[C:11]([C:12]3[CH:17]=[CH:16][CH:15]=[CH:14][CH:13]=3)=[C:10]([C:18]3[CH:23]=[CH:22][C:21]([C:24]4([NH:28][C:29](=[O:35])[O:30][C:31]([CH3:34])([CH3:33])[CH3:32])[CH2:27][CH2:26][CH2:25]4)=[CH:20][CH:19]=3)[O:9][C:6]2=[N:7][CH:8]=1)#[CH:2].[Si]([N:40]=[N+:41]=[N-:42])(C)(C)C.CO, predict the reaction product. (4) Given the reactants [Cl:1][CH2:2][C:3]([NH:5][C:6]1[C:11]([CH3:12])=[CH:10][CH:9]=[CH:8][C:7]=1[CH3:13])=[O:4].[CH3:14][O:15][C:16]1[CH:32]=[CH:31][CH:30]=[CH:29][C:17]=1[O:18][CH2:19][CH:20]([OH:28])[CH2:21][N:22]1[CH2:27][CH2:26][NH:25][CH2:24][CH2:23]1.CN(C)C=O.[ClH:38], predict the reaction product. The product is: [CH3:13][C:7]1[CH:8]=[CH:9][CH:10]=[C:11]([CH3:12])[C:6]=1[NH:5][C:3]([CH2:2][N:25]1[CH2:26][CH2:27][N:22]([CH2:21][CH:20]([OH:28])[CH2:19][O:18][C:17]2[C:16]([O:15][CH3:14])=[CH:32][CH:31]=[CH:30][CH:29]=2)[CH2:23][CH2:24]1)=[O:4].[ClH:1].[ClH:38]. (5) Given the reactants [NH2:1][C:2]1[CH:3]=[C:4]2[C:8](=[CH:9][CH:10]=1)[CH2:7][CH2:6][CH2:5]2.[CH2:11]([C:18]1([N:25]([CH3:27])[CH3:26])[CH2:23][CH2:22][C:21](=O)[CH2:20][CH2:19]1)[C:12]1[CH:17]=[CH:16][CH:15]=[CH:14][CH:13]=1.S([O-])([O-])(=O)=O.[Na+].[Na+].C(O[BH-](OC(=O)C)OC(=O)C)(=O)C.[Na+], predict the reaction product. The product is: [CH2:11]([C:18]1([N:25]([CH3:26])[CH3:27])[CH2:23][CH2:22][CH:21]([NH:1][C:2]2[CH:3]=[C:4]3[C:8](=[CH:9][CH:10]=2)[CH2:7][CH2:6][CH2:5]3)[CH2:20][CH2:19]1)[C:12]1[CH:17]=[CH:16][CH:15]=[CH:14][CH:13]=1.